This data is from HIV replication inhibition screening data with 41,000+ compounds from the AIDS Antiviral Screen. The task is: Binary Classification. Given a drug SMILES string, predict its activity (active/inactive) in a high-throughput screening assay against a specified biological target. The molecule is CC(C)(Oc1ccc(C(=O)c2ccc(Cl)cc2)cc1Cl)C(=O)N1CCN(CCO)CC1. The result is 0 (inactive).